Dataset: Reaction yield outcomes from USPTO patents with 853,638 reactions. Task: Predict the reaction yield, written as a fraction of the theoretical maximum amount of product (1.0 means a 100% yield; for example, 0.34 means a 34% yield). (1) The reactants are [NH2:1][C:2]1[N:6]([C:7]2[CH:12]=[CH:11][CH:10]=[CH:9][N:8]=2)[N:5]=[CH:4][C:3]=1C(OCC)=O.Cl.C(O)(=O)C. The catalyst is [OH-].[Na+]. The product is [N:8]1[CH:9]=[CH:10][CH:11]=[CH:12][C:7]=1[N:6]1[C:2]([NH2:1])=[CH:3][CH:4]=[N:5]1. The yield is 0.310. (2) The catalyst is ClC1C=CC=CC=1. The reactants are [CH3:1][O:2][C:3]1[CH:8]=[CH:7][C:6]([N+:9]([O-:11])=[O:10])=[CH:5][C:4]=1[NH2:12].Cl.Cl[CH2:15][CH2:16][NH:17][CH2:18][CH2:19]Cl.C(=O)([O-])[O-].[K+].[K+]. The yield is 0.450. The product is [CH3:1][O:2][C:3]1[CH:8]=[CH:7][C:6]([N+:9]([O-:11])=[O:10])=[CH:5][C:4]=1[N:12]1[CH2:19][CH2:18][NH:17][CH2:16][CH2:15]1.